This data is from Full USPTO retrosynthesis dataset with 1.9M reactions from patents (1976-2016). The task is: Predict the reactants needed to synthesize the given product. (1) Given the product [I:15][C:4]1[C:3]([C:1]#[N:2])=[C:7]([S:27]([CH3:16])(=[O:30])=[O:28])[S:6][C:5]=1[C:10]([O:12][CH2:13][CH3:14])=[O:11], predict the reactants needed to synthesize it. The reactants are: [C:1]([C:3]1[C:4]([I:15])=[C:5]([C:10]([O:12][CH2:13][CH3:14])=[O:11])[S:6][C:7]=1SC)#[N:2].[CH:16]1C=C(Cl)C=C(C(OO)=O)C=1.[S:27]([O-:30])([O-])=[O:28].[Na+].[Na+].C(=O)([O-])[O-].[K+].[K+]. (2) Given the product [NH2:1][C:4]1[CH:13]=[CH:12][CH:11]=[C:10]2[C:5]=1[CH2:6][CH2:7][C:8](=[O:14])[NH:9]2, predict the reactants needed to synthesize it. The reactants are: [N+:1]([C:4]1[CH:13]=[CH:12][CH:11]=[C:10]2[C:5]=1[CH:6]=[CH:7][C:8](=[O:14])[NH:9]2)([O-])=O. (3) Given the product [NH2:3][CH2:4][CH2:5][C:6]1[C:10]2=[C:11]3[C:16](=[CH:17][CH:18]=[C:9]2[NH:8][C:7]=1[Br:1])[C:15](=[O:19])[NH:14][CH:13]=[CH:12]3, predict the reactants needed to synthesize it. The reactants are: [Br:1]Br.[NH2:3][CH2:4][CH2:5][C:6]1[C:10]2=[C:11]3[C:16](=[CH:17][CH:18]=[C:9]2[NH:8][CH:7]=1)[C:15](=[O:19])[NH:14][CH:13]=[CH:12]3. (4) Given the product [NH2:1][C:2]1[N:10]=[C:9]([I:11])[N:8]=[C:7]2[C:3]=1[N:4]=[CH:5][N:6]2[C@@H:12]1[O:13][C@H:14]([C:22]([OH:24])=[O:23])[C@@H:15]([OH:16])[C@H:19]1[OH:18], predict the reactants needed to synthesize it. The reactants are: [NH2:1][C:2]1[N:10]=[C:9]([I:11])[N:8]=[C:7]2[C:3]=1[N:4]=[CH:5][N:6]2[C@H:12]1[C@H:19]2[C@@H:15]([O:16]C(C)(C)[O:18]2)[C@@H:14]([C:22]([OH:24])=[O:23])[O:13]1. (5) Given the product [ClH:31].[OH:1][C:2]1[CH:3]=[C:4]([N:8]2[CH2:23][CH:11]3[CH2:12][NH:13][CH2:14][CH2:15][N:10]3[C:9]2=[O:24])[CH:5]=[CH:6][CH:7]=1, predict the reactants needed to synthesize it. The reactants are: [OH:1][C:2]1[CH:3]=[C:4]([N:8]2[CH2:23][CH:11]3[CH2:12][N:13](C(OC(C)(C)C)=O)[CH2:14][CH2:15][N:10]3[C:9]2=[O:24])[CH:5]=[CH:6][CH:7]=1.C(OCC)(=O)C.[ClH:31].